From a dataset of Full USPTO retrosynthesis dataset with 1.9M reactions from patents (1976-2016). Predict the reactants needed to synthesize the given product. Given the product [F:55][C:49]1[C:50]([F:54])=[CH:51][CH:52]=[CH:53][C:48]=1[C@H:36]1[CH2:35][N:34]2[C:30]([C:27]([OH:29])([CH3:28])[C:2]([F:4])([F:3])[F:1])=[CH:31][N:32]=[C:33]2[C@H:39]([NH:40][C:41](=[O:47])[O:42][C:43]([CH3:46])([CH3:45])[CH3:44])[CH2:38][CH2:37]1, predict the reactants needed to synthesize it. The reactants are: [F:1][C:2]([Si](C)(C)C)([F:4])[F:3].[F-].C([N+](CCCC)(CCCC)CCCC)CCC.[C:27]([C:30]1[N:34]2[CH2:35][C@H:36]([C:48]3[CH:53]=[CH:52][CH:51]=[C:50]([F:54])[C:49]=3[F:55])[CH2:37][CH2:38][C@@H:39]([NH:40][C:41](=[O:47])[O:42][C:43]([CH3:46])([CH3:45])[CH3:44])[C:33]2=[N:32][CH:31]=1)(=[O:29])[CH3:28].